From a dataset of Reaction yield outcomes from USPTO patents with 853,638 reactions. Predict the reaction yield, written as a fraction of the theoretical maximum amount of product (1.0 means a 100% yield; for example, 0.34 means a 34% yield). (1) The reactants are [OH:1][N:2]1[C:6](=[O:7])[C:5]2=[CH:8][CH:9]=[CH:10][CH:11]=[C:4]2[C:3]1=[O:12].[C:13]1(P([C:14]2[CH:13]=CC=[CH:16][CH:15]=2)[C:14]2[CH:13]=CC=[CH:16][CH:15]=2)C=C[CH:16]=[CH:15][CH:14]=1.CC([O:35]C(/N=N/C(OC(C)C)=O)=O)C. The catalyst is C1COCC1. The product is [O:35]1[CH2:16][CH2:15][CH:14]([O:1][N:2]2[C:3](=[O:12])[C:4]3[C:5](=[CH:8][CH:9]=[CH:10][CH:11]=3)[C:6]2=[O:7])[CH2:13]1. The yield is 0.280. (2) The reactants are [Br:1][C:2]1[CH:7]=[C:6]([N:8]2[CH2:13][CH2:12][O:11][CH2:10][CH2:9]2)[CH:5]=[C:4]([C:14]([F:17])([F:16])[F:15])[C:3]=1[NH2:18].[F:19][C:20]1[CH:25]=[CH:24][C:23]([CH2:26][C:27](Cl)=[O:28])=[CH:22][CH:21]=1.O. The catalyst is C(#N)C. The product is [Br:1][C:2]1[CH:7]=[C:6]([N:8]2[CH2:13][CH2:12][O:11][CH2:10][CH2:9]2)[CH:5]=[C:4]([C:14]([F:15])([F:16])[F:17])[C:3]=1[NH:18][C:27](=[O:28])[CH2:26][C:23]1[CH:24]=[CH:25][C:20]([F:19])=[CH:21][CH:22]=1. The yield is 0.0900. (3) The yield is 0.630. The catalyst is CO. The product is [NH2:12]/[C:7](/[CH3:8])=[C:3](\[C:1]#[N:2])/[C:4](=[S:6])[NH2:5]. The reactants are [C:1](/[C:3](=[C:7](\OCC)/[CH3:8])/[C:4](=[S:6])[NH2:5])#[N:2].[NH3:12]. (4) The reactants are [I-].[CH:2]([P+](C1C=CC=CC=1)(C1C=CC=CC=1)C1C=CC=CC=1)([CH3:4])[CH3:3].[F:24][C:25]1([F:41])[O:29][C:28]2[CH:30]=[CH:31][C:32]([CH:34]=[CH:35][C:36]([O:38][CH2:39][CH3:40])=[O:37])=[CH:33][C:27]=2[O:26]1. No catalyst specified. The product is [F:41][C:25]1([F:24])[O:29][C:28]2[CH:30]=[CH:31][C:32]([C@H:34]3[C@H:35]([C:36]([O:38][CH2:39][CH3:40])=[O:37])[C:2]3([CH3:4])[CH3:3])=[CH:33][C:27]=2[O:26]1. The yield is 0.540. (5) The reactants are [C:1]([OH:9])(=[O:8])[C:2]1[CH:7]=[CH:6][CH:5]=[CH:4][CH:3]=1.[C:10]1([CH2:16][CH2:17]O)[CH:15]=[CH:14][CH:13]=[CH:12][CH:11]=1. The catalyst is CS(O)(=O)=O.C(OP(OCCCCCCCC(C)C)OCCCCCCCC(C)C)CCCCCCC(C)C. The yield is 0.880. The product is [C:1]([O:9][CH2:17][CH2:16][C:10]1[CH:15]=[CH:14][CH:13]=[CH:12][CH:11]=1)(=[O:8])[C:2]1[CH:7]=[CH:6][CH:5]=[CH:4][CH:3]=1. (6) The reactants are N[C@H](C(O)=O)C.[CH3:7][CH:8]1[CH2:13][CH2:12][CH2:11][CH2:10][C:9]1=O.[CH2:15]([NH2:18])[CH:16]=[CH2:17].S([O-])([O-])(=O)=O.[Mg+2]. The catalyst is O.ClCCl.CO.C(N(CC)CC)C.C(O)=O. The product is [CH2:15]([NH:18][C@@H:9]1[CH2:10][CH2:11][CH2:12][CH2:13][C@@H:8]1[CH3:7])[CH:16]=[CH2:17]. The yield is 0.770. (7) The reactants are [NH2:1][C:2]1[N:7]=[CH:6][C:5]([C:8]2[CH:9]=[CH:10][C:11]([F:22])=[C:12]([C:14]([N:16]3[CH2:21][CH2:20][O:19][CH2:18][CH2:17]3)=O)[CH:13]=2)=[CH:4][C:3]=1[C:23]1[N:24]=[N:25][N:26]([CH:28]([CH3:30])[CH3:29])[CH:27]=1.B(F)(F)F.CCOCC.[BH4-].[Na+]. The catalyst is C1COCC1. The product is [F:22][C:11]1[CH:10]=[CH:9][C:8]([C:5]2[CH:4]=[C:3]([C:23]3[N:24]=[N:25][N:26]([CH:28]([CH3:29])[CH3:30])[CH:27]=3)[C:2]([NH2:1])=[N:7][CH:6]=2)=[CH:13][C:12]=1[CH2:14][N:16]1[CH2:17][CH2:18][O:19][CH2:20][CH2:21]1. The yield is 0.417. (8) The reactants are N(/C(OC(C)C)=O)=N\C(OC(C)C)=O.O[CH2:16][C:17]1[CH:33]=[CH:32][C:20]([CH2:21][N:22]2[CH:26]=[C:25]([C:27]([O:29][CH2:30][CH3:31])=[O:28])[CH:24]=[N:23]2)=[CH:19][CH:18]=1.[Cl:34][C:35]1[N:40]=[CH:39][N:38]=[C:37]2[NH:41][N:42]=[CH:43][C:36]=12.C1(P(C2C=CC=CC=2)C2C=CC=CC=2)C=CC=CC=1. The catalyst is ClCCl. The product is [Cl:34][C:35]1[C:36]2[C:37](=[N:41][N:42]([CH2:16][C:17]3[CH:33]=[CH:32][C:20]([CH2:21][N:22]4[CH:26]=[C:25]([C:27]([O:29][CH2:30][CH3:31])=[O:28])[CH:24]=[N:23]4)=[CH:19][CH:18]=3)[CH:43]=2)[N:38]=[CH:39][N:40]=1. The yield is 0.330. (9) The reactants are [H-].[Na+].F[C:4]1[CH:9]=[CH:8][C:7]([N+:10]([O-:12])=[O:11])=[CH:6][CH:5]=1.[F:13][C:14]1[CH:19]=[CH:18][C:17]([F:20])=[CH:16][C:15]=1[OH:21]. The catalyst is CN(C)C=O.O.Cl[Cu]. The product is [F:13][C:14]1[CH:19]=[CH:18][C:17]([F:20])=[CH:16][C:15]=1[O:21][C:4]1[CH:9]=[CH:8][C:7]([N+:10]([O-:12])=[O:11])=[CH:6][CH:5]=1. The yield is 0.810.